This data is from Catalyst prediction with 721,799 reactions and 888 catalyst types from USPTO. The task is: Predict which catalyst facilitates the given reaction. (1) Reactant: [CH3:1][C:2]1[CH:7]=[CH:6][N:5]=[N:4][CH:3]=1.[CH3:8][O:9][C:10](=[O:19])[C:11]1[CH:16]=[CH:15][C:14]([CH2:17]Br)=[CH:13][CH:12]=1. Product: [CH3:8][O:9][C:10](=[O:19])[C:11]1[CH:16]=[CH:15][C:14]([C:17]2[N:4]3[N:5]=[CH:6][CH:7]=[C:2]([CH3:1])[C:3]3=[C:2]([C:3]#[N:4])[CH:1]=2)=[CH:13][CH:12]=1. The catalyst class is: 13. (2) Reactant: [C:1]([NH:4][CH:5]([C:10]([C:12]1[CH:17]=[CH:16][CH:15]=[C:14]([CH2:18][O:19][CH3:20])[CH:13]=1)=[O:11])[C:6]([O:8][CH3:9])=[O:7])(=O)C.O=P(Cl)(Cl)Cl.O.[OH-].[Na+]. Product: [CH3:20][O:19][CH2:18][C:14]1[CH:13]=[C:12]([C:10]2[O:11][CH:1]=[N:4][C:5]=2[C:6]([O:8][CH3:9])=[O:7])[CH:17]=[CH:16][CH:15]=1. The catalyst class is: 11. (3) Reactant: [NH2:1][CH:2]1[CH2:7][CH2:6][CH:5]([S:8]([NH2:11])(=[O:10])=[O:9])[CH2:4][CH2:3]1.Cl[C:13]1[CH:14]=[CH:15][C:16]2[N:17]([C:19]([C:22]3[CH:27]=[CH:26][CH:25]=[C:24]([Cl:28])[CH:23]=3)=[CH:20][N:21]=2)[N:18]=1.[F-].[K+]. Product: [Cl:28][C:24]1[CH:23]=[C:22]([C:19]2[N:17]3[N:18]=[C:13]([NH:1][CH:2]4[CH2:7][CH2:6][CH:5]([S:8]([NH2:11])(=[O:9])=[O:10])[CH2:4][CH2:3]4)[CH:14]=[CH:15][C:16]3=[N:21][CH:20]=2)[CH:27]=[CH:26][CH:25]=1. The catalyst class is: 550. (4) Reactant: [CH3:1][C:2]1([CH3:50])[CH2:13][C:12]2[CH:11]=[C:10]3[N:5]([CH2:6][CH2:7][N:8]([C:15]4[C:20]([CH:21]=[O:22])=[C:19]([C:23]5[CH:28]=[C:27]([NH:29][C:30]6[CH:35]=[CH:34][C:33]([N:36]7[CH2:41][CH2:40][N:39]([CH:42]8[CH2:45][O:44][CH2:43]8)[CH2:38][C@@H:37]7[CH2:46][CH3:47])=[CH:32][N:31]=6)[C:26](=[O:48])[N:25]([CH3:49])[CH:24]=5)[CH:18]=[CH:17][N:16]=4)[C:9]3=[O:14])[C:4]=2[CH2:3]1.[BH4-].[Na+]. Product: [CH2:46]([C@H:37]1[CH2:38][N:39]([CH:42]2[CH2:43][O:44][CH2:45]2)[CH2:40][CH2:41][N:36]1[C:33]1[CH:34]=[CH:35][C:30]([NH:29][C:27]2[C:26](=[O:48])[N:25]([CH3:49])[CH:24]=[C:23]([C:19]3[CH:18]=[CH:17][N:16]=[C:15]([N:8]4[CH2:7][CH2:6][N:5]5[C:4]6[CH2:3][C:2]([CH3:50])([CH3:1])[CH2:13][C:12]=6[CH:11]=[C:10]5[C:9]4=[O:14])[C:20]=3[CH2:21][OH:22])[CH:28]=2)=[N:31][CH:32]=1)[CH3:47]. The catalyst class is: 5. (5) Reactant: [NH:1]1[C:9]2[C:4](=[CH:5][C:6](C(O)=O)=[CH:7][CH:8]=2)[CH:3]=[CH:2]1.[C:13](=[O:16])([O-])[OH:14].[Na+].CI.[CH3:20]N(C=O)C. Product: [NH:1]1[C:9]2[CH:8]=[CH:7][CH:6]=[C:5]([C:13]([O:14][CH3:20])=[O:16])[C:4]=2[CH:3]=[CH:2]1. The catalyst class is: 84. (6) Reactant: [C:1]([O:5][C:6](=[O:19])[NH:7][C:8]1[CH:13]=[C:12]([O:14][CH3:15])[C:11]([CH3:16])=[C:10]([O:17][CH3:18])[CH:9]=1)([CH3:4])([CH3:3])[CH3:2].C1C(=O)N([Br:27])C(=O)C1.CC(N=NC(C#N)(C)C)(C#N)C. Product: [C:1]([O:5][C:6](=[O:19])[NH:7][C:8]1[CH:13]=[C:12]([O:14][CH3:15])[C:11]([CH3:16])=[C:10]([O:17][CH3:18])[C:9]=1[Br:27])([CH3:4])([CH3:3])[CH3:2]. The catalyst class is: 53. (7) Reactant: [CH3:1][C:2]1[C:3]([N:9]2[CH2:14][CH2:13][N:12]([C:15]([C:17]3[CH:18]=[N:19][C:20](F)=[CH:21][C:22]=3[CH3:23])=[O:16])[CH2:11][CH2:10]2)=[N:4][CH:5]=[C:6]([CH3:8])[CH:7]=1.[CH3:25][O:26][C:27]1[CH:34]=[CH:33][C:30]([CH2:31][NH2:32])=[CH:29][CH:28]=1. Product: [CH3:1][C:2]1[C:3]([N:9]2[CH2:14][CH2:13][N:12]([C:15]([C:17]3[CH:18]=[N:19][C:20]([NH:32][CH2:31][C:30]4[CH:33]=[CH:34][C:27]([O:26][CH3:25])=[CH:28][CH:29]=4)=[CH:21][C:22]=3[CH3:23])=[O:16])[CH2:11][CH2:10]2)=[N:4][CH:5]=[C:6]([CH3:8])[CH:7]=1. The catalyst class is: 6.